Dataset: Reaction yield outcomes from USPTO patents with 853,638 reactions. Task: Predict the reaction yield, written as a fraction of the theoretical maximum amount of product (1.0 means a 100% yield; for example, 0.34 means a 34% yield). (1) The reactants are [H-].[Na+].[CH3:3][S:4]([NH2:7])(=[O:6])=[O:5].[CH:8]1([CH2:11][O:12][C:13]2[C:14]([C:23]3[C:32]4[C:27](=[CH:28][CH:29]=[CH:30][CH:31]=4)[C:26](=[O:33])[N:25]([CH3:34])[CH:24]=3)=[N:15][C:16](S(C)(=O)=O)=[N:17][CH:18]=2)[CH2:10][CH2:9]1.C(O)(=O)C. The catalyst is CN(C=O)C. The product is [CH:8]1([CH2:11][O:12][C:13]2[C:14]([C:23]3[C:32]4[C:27](=[CH:28][CH:29]=[CH:30][CH:31]=4)[C:26](=[O:33])[N:25]([CH3:34])[CH:24]=3)=[N:15][C:16]([NH:7][S:4]([CH3:3])(=[O:6])=[O:5])=[N:17][CH:18]=2)[CH2:9][CH2:10]1. The yield is 0.967. (2) The reactants are [H-].[Na+].[CH2:3]([C:7]1[C:11]([CH2:12][OH:13])=[C:10]([CH3:14])[O:9][N:8]=1)[CH2:4][CH2:5][CH3:6].[Cl:15][C:16]1[N:17]=[N:18][C:19](Cl)=[CH:20][CH:21]=1. The catalyst is C1COCC1. The product is [CH2:3]([C:7]1[C:11]([CH2:12][O:13][C:19]2[N:18]=[N:17][C:16]([Cl:15])=[CH:21][CH:20]=2)=[C:10]([CH3:14])[O:9][N:8]=1)[CH2:4][CH2:5][CH3:6]. The yield is 0.660. (3) The reactants are C[C:2]1[C:7]([C:8]([OH:10])=[O:9])=[CH:6][N:5]=[C:4](Cl)[N:3]=1.[CH2:12]([O:15][C:16]1[CH:21]=[CH:20][C:19](B(O)O)=[C:18]([C:25]([F:28])([F:27])[F:26])[CH:17]=1)[CH2:13][CH3:14].[O-]P([O-])([O-])=O.[K+].[K+].[K+].O1CCOC[CH2:38]1.O. The catalyst is C1C=CC([P]([Pd]([P](C2C=CC=CC=2)(C2C=CC=CC=2)C2C=CC=CC=2)([P](C2C=CC=CC=2)(C2C=CC=CC=2)C2C=CC=CC=2)[P](C2C=CC=CC=2)(C2C=CC=CC=2)C2C=CC=CC=2)(C2C=CC=CC=2)C2C=CC=CC=2)=CC=1. The product is [CH2:12]([O:15][C:16]1[CH:21]=[CH:20][C:19]([C:4]2[N:5]=[CH:6][C:7]([C:8]([O:10][CH3:38])=[O:9])=[CH:2][N:3]=2)=[C:18]([C:25]([F:28])([F:27])[F:26])[CH:17]=1)[CH2:13][CH3:14]. The yield is 0.580. (4) The reactants are [ClH:1].[CH3:2][C:3]1([C:16]([O:18][CH3:19])=[O:17])[CH2:8][CH2:7][N:6](C(OC(C)(C)C)=O)[CH2:5][CH2:4]1. The catalyst is O1CCOCC1. The product is [ClH:1].[CH3:2][C:3]1([C:16]([O:18][CH3:19])=[O:17])[CH2:8][CH2:7][NH:6][CH2:5][CH2:4]1. The yield is 0.960. (5) The reactants are [OH:1][CH:2]1[CH2:20][CH:19]2[N:4]([C:5](=[O:39])[CH:6]([NH:31][C:32]([O:34][C:35]([CH3:38])([CH3:37])[CH3:36])=[O:33])[CH2:7][O:8][CH2:9][CH2:10][CH2:11][CH:12]=[CH:13][CH:14]3[C:16]([C:22]([NH:24][S:25]([CH:28]4[CH2:30][CH2:29]4)(=[O:27])=[O:26])=[O:23])([NH:17][C:18]2=[O:21])[CH2:15]3)[CH2:3]1.[O:40]([C:47]1[CH:52]=[CH:51][CH:50]=[CH:49][C:48]=1[N:53]=[C:54]=[O:55])[C:41]1[CH:46]=[CH:45][CH:44]=[CH:43][CH:42]=1. No catalyst specified. The product is [O:40]([C:47]1[CH:52]=[CH:51][CH:50]=[CH:49][C:48]=1[NH:53][C:54]([O:1][CH:2]1[CH2:20][CH:19]2[N:4]([C:5](=[O:39])[CH:6]([NH:31][C:32]([O:34][C:35]([CH3:36])([CH3:38])[CH3:37])=[O:33])[CH2:7][O:8][CH2:9][CH2:10][CH2:11][CH:12]=[CH:13][CH:14]3[C:16]([C:22]([NH:24][S:25]([CH:28]4[CH2:29][CH2:30]4)(=[O:26])=[O:27])=[O:23])([NH:17][C:18]2=[O:21])[CH2:15]3)[CH2:3]1)=[O:55])[C:41]1[CH:42]=[CH:43][CH:44]=[CH:45][CH:46]=1. The yield is 0.150.